This data is from Peptide-MHC class I binding affinity with 185,985 pairs from IEDB/IMGT. The task is: Regression. Given a peptide amino acid sequence and an MHC pseudo amino acid sequence, predict their binding affinity value. This is MHC class I binding data. (1) The peptide sequence is KEVTEDLLHL. The MHC is Mamu-A11 with pseudo-sequence Mamu-A11. The binding affinity (normalized) is 0.228. (2) The peptide sequence is VGLSYSQT. The MHC is H-2-Kb with pseudo-sequence H-2-Kb. The binding affinity (normalized) is 0.624. (3) The peptide sequence is ITPKTHFLF. The MHC is HLA-A24:02 with pseudo-sequence HLA-A24:02. The binding affinity (normalized) is 1.00. (4) The peptide sequence is LHDAIMVEL. The MHC is HLA-A02:19 with pseudo-sequence HLA-A02:19. The binding affinity (normalized) is 0.0847.